From a dataset of Full USPTO retrosynthesis dataset with 1.9M reactions from patents (1976-2016). Predict the reactants needed to synthesize the given product. (1) Given the product [N:11]1[C:10]2[S:9][C:8]3[CH:12]=[CH:13][CH:14]=[CH:15][C:7]=3[C:6]=2[C:4]([OH:3])=[N:18][CH:16]=1, predict the reactants needed to synthesize it. The reactants are: C([O:3][C:4]([C:6]1[C:7]2[CH:15]=[CH:14][CH:13]=[CH:12][C:8]=2[S:9][C:10]=1[NH2:11])=O)C.[CH:16]([NH2:18])=O. (2) Given the product [NH2:17][C:18]1[CH:23]=[CH:22][C:21]([CH:24]2[CH2:27][N:28]3[C:6](=[O:16])[NH:7][C:8]4[CH:13]=[CH:12][CH:11]=[CH:10][C:9]=4[C:14]3=[N:26][CH2:25]2)=[C:20]([CH3:29])[CH:19]=1, predict the reactants needed to synthesize it. The reactants are: C(O[C:6](=[O:16])[NH:7][C:8]1[CH:13]=[CH:12][CH:11]=[CH:10][C:9]=1[CH:14]=O)(C)(C)C.[NH2:17][C:18]1[CH:23]=[CH:22][C:21]([CH:24]([CH2:27][NH2:28])[CH2:25][NH2:26])=[C:20]([CH3:29])[CH:19]=1.C(O)(C)(C)C. (3) Given the product [CH2:1]([O:8][C:9]1[CH:10]=[CH:11][CH:12]=[C:13]2[C:17]=1[NH:16][C:15]([C:18]([OH:20])=[O:19])=[CH:14]2)[C:2]1[CH:7]=[CH:6][CH:5]=[CH:4][CH:3]=1, predict the reactants needed to synthesize it. The reactants are: [CH2:1]([O:8][C:9]1[CH:10]=[CH:11][CH:12]=[C:13]2[C:17]=1[NH:16][C:15]([C:18]([O:20]CC)=[O:19])=[CH:14]2)[C:2]1[CH:7]=[CH:6][CH:5]=[CH:4][CH:3]=1.O[Li].O.O. (4) Given the product [C:28]1([CH:27]([C:34]2[CH:39]=[CH:38][CH:37]=[CH:36][CH:35]=2)[N:25]2[CH2:26][CH:23]([N:11]3[C:7]([CH2:6][C:5]4[CH:18]=[CH:19][C:2]([F:1])=[CH:3][CH:4]=4)=[CH:8][C:9]([C:12]4[CH:17]=[CH:16][N:15]=[CH:14][CH:13]=4)=[N:10]3)[CH2:24]2)[CH:29]=[CH:30][CH:31]=[CH:32][CH:33]=1, predict the reactants needed to synthesize it. The reactants are: [F:1][C:2]1[CH:19]=[CH:18][C:5]([CH2:6][C:7]2[NH:11][N:10]=[C:9]([C:12]3[CH:17]=[CH:16][N:15]=[CH:14][CH:13]=3)[CH:8]=2)=[CH:4][CH:3]=1.[H-].[Na+].I[CH:23]1[CH2:26][N:25]([CH:27]([C:34]2[CH:39]=[CH:38][CH:37]=[CH:36][CH:35]=2)[C:28]2[CH:33]=[CH:32][CH:31]=[CH:30][CH:29]=2)[CH2:24]1. (5) Given the product [CH3:22][O:21][CH:3]([O:2][CH3:1])[C:4]1[C:13]([CH2:14][N:15]([CH2:16][CH2:17][N:18]([CH3:20])[CH3:19])[S:31]([CH3:30])(=[O:33])=[O:32])=[CH:12][C:11]2[CH2:10][CH2:9][CH2:8][NH:7][C:6]=2[N:5]=1, predict the reactants needed to synthesize it. The reactants are: [CH3:1][O:2][CH:3]([O:21][CH3:22])[C:4]1[C:13]([CH2:14][NH:15][CH2:16][CH2:17][N:18]([CH3:20])[CH3:19])=[CH:12][C:11]2[CH2:10][CH2:9][CH2:8][NH:7][C:6]=2[N:5]=1.CCN(CC)CC.[CH3:30][S:31](Cl)(=[O:33])=[O:32]. (6) Given the product [CH3:24][C:14]1[CH:13]=[C:12]([O:11][CH2:10]/[CH:9]=[C:8](\[C:5]2[CH:4]=[CH:3][C:2]([C:42]#[C:41][CH2:40][N:43]3[CH:47]=[CH:46][CH:45]=[N:44]3)=[CH:7][CH:6]=2)/[C:25]2[CH:26]=[CH:27][C:28]([C:31]([F:32])([F:34])[F:33])=[CH:29][CH:30]=2)[CH:23]=[CH:22][C:15]=1[O:16][CH2:17][C:18]([O:20][CH3:21])=[O:19], predict the reactants needed to synthesize it. The reactants are: I[C:2]1[CH:7]=[CH:6][C:5](/[C:8](/[C:25]2[CH:30]=[CH:29][C:28]([C:31]([F:34])([F:33])[F:32])=[CH:27][CH:26]=2)=[CH:9]\[CH2:10][O:11][C:12]2[CH:23]=[CH:22][C:15]([O:16][CH2:17][C:18]([O:20][CH3:21])=[O:19])=[C:14]([CH3:24])[CH:13]=2)=[CH:4][CH:3]=1.O1CCCC1.[CH2:40]([N:43]1[CH:47]=[CH:46][CH:45]=[N:44]1)[C:41]#[CH:42].